From a dataset of Reaction yield outcomes from USPTO patents with 853,638 reactions. Predict the reaction yield, written as a fraction of the theoretical maximum amount of product (1.0 means a 100% yield; for example, 0.34 means a 34% yield). The reactants are [C:1](Cl)(=[O:6])[CH2:2][CH:3]([CH3:5])[CH3:4].[Cl-].[Cl-].[Cl-].[Al+3].[C:12]1([CH3:18])[CH:17]=[CH:16][CH:15]=[CH:14][CH:13]=1. No catalyst specified. The product is [CH3:4][CH:3]([CH3:5])[CH2:2][C:1]([C:15]1[CH:16]=[CH:17][C:12]([CH3:18])=[CH:13][CH:14]=1)=[O:6]. The yield is 1.00.